Dataset: Human liver microsome stability data. Task: Regression/Classification. Given a drug SMILES string, predict its absorption, distribution, metabolism, or excretion properties. Task type varies by dataset: regression for continuous measurements (e.g., permeability, clearance, half-life) or binary classification for categorical outcomes (e.g., BBB penetration, CYP inhibition). Dataset: hlm. (1) The molecule is C=CCCCCC[C@H](NC(=O)OC(C)(C)C)C(=O)N[C@H](C(=O)Nc1ccccc1C(=O)NS(=O)(=O)CCCC=C)c1ccc(Oc2cc(OC)nc(-c3ccccc3)n2)cc1. The result is 1 (stable in human liver microsomes). (2) The molecule is CN[C@H]1Cc2ccccc2[C@@H](c2ccc(Cl)c(Cl)c2)C1. The result is 0 (unstable in human liver microsomes). (3) The drug is COc1cnc(-c2cncc(N)n2)c2[nH]cc(C(=O)C(=O)N3CCN(C(=O)c4ccccc4)CC3)c12. The result is 1 (stable in human liver microsomes). (4) The molecule is Oc1cc(COc2cc(Cl)cc(Cl)c2)[nH]n1. The result is 0 (unstable in human liver microsomes). (5) The molecule is CCc1nc(N)nc(N)c1-c1ccc2c(c1)N(CCCO)C(=O)C(C)(c1cc(F)cc(F)c1)O2. The result is 0 (unstable in human liver microsomes).